Dataset: Full USPTO retrosynthesis dataset with 1.9M reactions from patents (1976-2016). Task: Predict the reactants needed to synthesize the given product. (1) Given the product [BrH:2].[Br-:1].[CH3:25][NH:26][CH2:3][CH2:4][CH2:5][P+:6]([C:19]1[CH:24]=[CH:23][CH:22]=[CH:21][CH:20]=1)([C:13]1[CH:18]=[CH:17][CH:16]=[CH:15][CH:14]=1)[C:7]1[CH:12]=[CH:11][CH:10]=[CH:9][CH:8]=1, predict the reactants needed to synthesize it. The reactants are: [Br-:1].[Br:2][CH2:3][CH2:4][CH2:5][P+:6]([C:19]1[CH:24]=[CH:23][CH:22]=[CH:21][CH:20]=1)([C:13]1[CH:18]=[CH:17][CH:16]=[CH:15][CH:14]=1)[C:7]1[CH:12]=[CH:11][CH:10]=[CH:9][CH:8]=1.[CH3:25][NH2:26].C(O)C. (2) Given the product [Cl:1][C:2]1[CH:10]=[C:9]2[C:5]([CH:6]=[C:7]([C:22]3[CH:27]=[CH:26][CH:25]=[CH:24][CH:23]=3)[N:8]2[CH2:11][C:12]2[O:16][C:15]([C:17]([NH2:30])=[O:18])=[CH:14][CH:13]=2)=[CH:4][C:3]=1[O:28][CH3:29], predict the reactants needed to synthesize it. The reactants are: [Cl:1][C:2]1[CH:10]=[C:9]2[C:5]([CH:6]=[C:7]([C:22]3[CH:27]=[CH:26][CH:25]=[CH:24][CH:23]=3)[N:8]2[CH2:11][C:12]2[O:16][C:15]([C:17](OCC)=[O:18])=[CH:14][CH:13]=2)=[CH:4][C:3]=1[O:28][CH3:29].[NH3:30].